From a dataset of Reaction yield outcomes from USPTO patents with 853,638 reactions. Predict the reaction yield, written as a fraction of the theoretical maximum amount of product (1.0 means a 100% yield; for example, 0.34 means a 34% yield). (1) The reactants are [F:1][C:2]1[CH:7]=[CH:6][C:5]([N:8]2[C:16]3[C:11](=[CH:12][C:13]([CH:17]([C:19]4[CH:24]=[CH:23][CH:22]=[CH:21][CH:20]=4)[OH:18])=[CH:14][CH:15]=3)[CH:10]=[N:9]2)=[CH:4][CH:3]=1.CC(OI1(OC(C)=O)(OC(C)=O)OC(=O)C2C=CC=CC1=2)=O. The product is [F:1][C:2]1[CH:3]=[CH:4][C:5]([N:8]2[C:16]3[C:11](=[CH:12][C:13]([C:17]([C:19]4[CH:20]=[CH:21][CH:22]=[CH:23][CH:24]=4)=[O:18])=[CH:14][CH:15]=3)[CH:10]=[N:9]2)=[CH:6][CH:7]=1. The yield is 1.00. The catalyst is C(Cl)Cl. (2) The reactants are C([O:4][C@H:5]([CH3:27])[CH2:6][CH2:7][CH2:8][CH2:9][N:10]1[C:15](=[O:16])[C:14]2[C:17]([N:22]([CH3:24])[CH3:23])=[CH:18][C:19]([CH3:21])=[N:20][C:13]=2[N:12]([CH3:25])[C:11]1=[O:26])(=O)C.[OH-].[K+]. The catalyst is O.CO. The product is [CH3:25][N:12]1[C:13]2[N:20]=[C:19]([CH3:21])[CH:18]=[C:17]([N:22]([CH3:24])[CH3:23])[C:14]=2[C:15](=[O:16])[N:10]([CH2:9][CH2:8][CH2:7][CH2:6][C@H:5]([OH:4])[CH3:27])[C:11]1=[O:26]. The yield is 0.790. (3) The reactants are O[Li].O.[CH:4]1[C:9]([C:10]2[CH:11]=[CH:12][C:13]([F:17])=[CH:14][C:15]=2[F:16])=[CH:8][C:7]([C:18]([OH:20])=[O:19])=[C:6]([OH:21])[CH:5]=1.[CH2:22]1COCC1.Cl. The catalyst is CO.O. The product is [F:16][C:15]1[CH:14]=[C:13]([F:17])[CH:12]=[CH:11][C:10]=1[C:9]1[CH:4]=[CH:5][C:6]([O:21][CH3:22])=[C:7]([C:18]([OH:20])=[O:19])[CH:8]=1. The yield is 0.930. (4) The reactants are [Br:1][C:2]1[CH:3]=[C:4]([N+:20]([O-])=O)[CH:5]=[C:6]2[C:11]=1[N:10]=[CH:9][C:8]([C:12]#[N:13])=[C:7]2[NH:14][CH:15]1[CH2:19][CH2:18][CH2:17][CH2:16]1.O.O.[Sn](Cl)(Cl)(Cl)Cl. No catalyst specified. The product is [NH2:20][C:4]1[CH:5]=[C:6]2[C:11](=[C:2]([Br:1])[CH:3]=1)[N:10]=[CH:9][C:8]([C:12]#[N:13])=[C:7]2[NH:14][CH:15]1[CH2:16][CH2:17][CH2:18][CH2:19]1. The yield is 0.780. (5) The reactants are [C:1]([C:5]1[CH:10]=[CH:9][C:8]([S:11]([NH2:14])(=[O:13])=[O:12])=[CH:7][CH:6]=1)([CH3:4])([CH3:3])[CH3:2].[Cl:15][C:16]1[C:21]([O:22][C:23]2[CH:28]=[CH:27][CH:26]=[CH:25][C:24]=2[O:29][CH3:30])=[C:20](Cl)[N:19]=[C:18]([C:32]2[N:37]=[CH:36][CH:35]=[CH:34][N:33]=2)[N:17]=1.C(=O)([O-])[O-].[K+].[K+].Cl. The catalyst is [Br-].C([N+](CCCC)(CCCC)CCCC)CCC.C(C(C)=O)C(C)C.O. The product is [C:1]([C:5]1[CH:10]=[CH:9][C:8]([S:11]([NH:14][C:20]2[C:21]([O:22][C:23]3[CH:28]=[CH:27][CH:26]=[CH:25][C:24]=3[O:29][CH3:30])=[C:16]([Cl:15])[N:17]=[C:18]([C:32]3[N:37]=[CH:36][CH:35]=[CH:34][N:33]=3)[N:19]=2)(=[O:12])=[O:13])=[CH:7][CH:6]=1)([CH3:4])([CH3:2])[CH3:3]. The yield is 0.920.